Dataset: NCI-60 drug combinations with 297,098 pairs across 59 cell lines. Task: Regression. Given two drug SMILES strings and cell line genomic features, predict the synergy score measuring deviation from expected non-interaction effect. (1) Drug 1: COC1=NC(=NC2=C1N=CN2C3C(C(C(O3)CO)O)O)N. Drug 2: C1CC(=O)NC(=O)C1N2C(=O)C3=CC=CC=C3C2=O. Cell line: OVCAR-8. Synergy scores: CSS=-11.6, Synergy_ZIP=7.69, Synergy_Bliss=1.92, Synergy_Loewe=-7.15, Synergy_HSA=-7.18. (2) Drug 1: C1C(C(OC1N2C=C(C(=O)NC2=O)F)CO)O. Synergy scores: CSS=6.40, Synergy_ZIP=-2.92, Synergy_Bliss=-0.107, Synergy_Loewe=-0.375, Synergy_HSA=0.916. Cell line: MALME-3M. Drug 2: C1C(C(OC1N2C=NC(=NC2=O)N)CO)O. (3) Cell line: SNB-75. Drug 2: CC12CCC3C(C1CCC2O)C(CC4=C3C=CC(=C4)O)CCCCCCCCCS(=O)CCCC(C(F)(F)F)(F)F. Synergy scores: CSS=-0.524, Synergy_ZIP=-0.133, Synergy_Bliss=-0.656, Synergy_Loewe=-1.01, Synergy_HSA=-0.984. Drug 1: C1=CC(=CC=C1C#N)C(C2=CC=C(C=C2)C#N)N3C=NC=N3. (4) Drug 1: COC1=CC(=CC(=C1O)OC)C2C3C(COC3=O)C(C4=CC5=C(C=C24)OCO5)OC6C(C(C7C(O6)COC(O7)C8=CC=CS8)O)O. Drug 2: COC1=C2C(=CC3=C1OC=C3)C=CC(=O)O2. Cell line: UACC-257. Synergy scores: CSS=9.53, Synergy_ZIP=-3.03, Synergy_Bliss=-1.40, Synergy_Loewe=-26.0, Synergy_HSA=-2.09. (5) Drug 1: C1=CC(=CC=C1CCCC(=O)O)N(CCCl)CCCl. Drug 2: CN1C2=C(C=C(C=C2)N(CCCl)CCCl)N=C1CCCC(=O)O.Cl. Cell line: OVCAR-8. Synergy scores: CSS=9.63, Synergy_ZIP=-9.97, Synergy_Bliss=-8.78, Synergy_Loewe=-13.3, Synergy_HSA=-7.66. (6) Drug 2: CC1CCC2CC(C(=CC=CC=CC(CC(C(=O)C(C(C(=CC(C(=O)CC(OC(=O)C3CCCCN3C(=O)C(=O)C1(O2)O)C(C)CC4CCC(C(C4)OC)OCCO)C)C)O)OC)C)C)C)OC. Cell line: SW-620. Drug 1: CN(C)N=NC1=C(NC=N1)C(=O)N. Synergy scores: CSS=6.96, Synergy_ZIP=-0.0645, Synergy_Bliss=1.08, Synergy_Loewe=-14.5, Synergy_HSA=-3.90. (7) Drug 2: CC1=C2C(C(=O)C3(C(CC4C(C3C(C(C2(C)C)(CC1OC(=O)C(C(C5=CC=CC=C5)NC(=O)OC(C)(C)C)O)O)OC(=O)C6=CC=CC=C6)(CO4)OC(=O)C)OC)C)OC. Synergy scores: CSS=36.6, Synergy_ZIP=6.34, Synergy_Bliss=6.46, Synergy_Loewe=-28.0, Synergy_HSA=5.96. Cell line: OVCAR-4. Drug 1: CC(C1=C(C=CC(=C1Cl)F)Cl)OC2=C(N=CC(=C2)C3=CN(N=C3)C4CCNCC4)N. (8) Cell line: SN12C. Synergy scores: CSS=5.06, Synergy_ZIP=-0.420, Synergy_Bliss=0.551, Synergy_Loewe=4.13, Synergy_HSA=1.53. Drug 1: C1=CC=C(C(=C1)C(C2=CC=C(C=C2)Cl)C(Cl)Cl)Cl. Drug 2: C1C(C(OC1N2C=NC3=C2NC=NCC3O)CO)O. (9) Drug 1: C1=NNC2=C1C(=O)NC=N2. Drug 2: CC1C(C(CC(O1)OC2CC(CC3=C2C(=C4C(=C3O)C(=O)C5=C(C4=O)C(=CC=C5)OC)O)(C(=O)CO)O)N)O.Cl. Cell line: HCC-2998. Synergy scores: CSS=40.5, Synergy_ZIP=-2.63, Synergy_Bliss=-0.612, Synergy_Loewe=-12.0, Synergy_HSA=0.965. (10) Drug 1: CC1C(C(CC(O1)OC2CC(CC3=C2C(=C4C(=C3O)C(=O)C5=C(C4=O)C(=CC=C5)OC)O)(C(=O)C)O)N)O.Cl. Drug 2: CC1=C(C=C(C=C1)NC(=O)C2=CC=C(C=C2)CN3CCN(CC3)C)NC4=NC=CC(=N4)C5=CN=CC=C5. Cell line: SNB-75. Synergy scores: CSS=26.8, Synergy_ZIP=2.74, Synergy_Bliss=8.70, Synergy_Loewe=-37.0, Synergy_HSA=8.09.